Dataset: NCI-60 drug combinations with 297,098 pairs across 59 cell lines. Task: Regression. Given two drug SMILES strings and cell line genomic features, predict the synergy score measuring deviation from expected non-interaction effect. Drug 1: C1=CC=C(C=C1)NC(=O)CCCCCCC(=O)NO. Drug 2: COC1=C2C(=CC3=C1OC=C3)C=CC(=O)O2. Cell line: MDA-MB-435. Synergy scores: CSS=38.4, Synergy_ZIP=3.20, Synergy_Bliss=3.91, Synergy_Loewe=-15.1, Synergy_HSA=-0.210.